Dataset: Forward reaction prediction with 1.9M reactions from USPTO patents (1976-2016). Task: Predict the product of the given reaction. (1) Given the reactants [Cl:1][C:2]1[CH:7]=[CH:6][CH:5]=[CH:4][C:3]=1[CH:8]([O:10][C:11](=[O:34])[NH:12][C:13]1[C:14]([CH3:33])=[N:15][O:16][C:17]=1[C:18]1[CH:23]=[CH:22][C:21](B2OC(C)(C)C(C)(C)O2)=[CH:20][CH:19]=1)[CH3:9].Br[C:36]1[CH:37]=[C:38]([CH:43]=[CH:44][N:45]=1)[C:39]([O:41]C)=[O:40].C(=O)([O-])[O-].[K+].[K+].Cl, predict the reaction product. The product is: [Cl:1][C:2]1[CH:7]=[CH:6][CH:5]=[CH:4][C:3]=1[CH:8]([O:10][C:11]([NH:12][C:13]1[C:14]([CH3:33])=[N:15][O:16][C:17]=1[C:18]1[CH:23]=[CH:22][C:21]([C:36]2[CH:37]=[C:38]([CH:43]=[CH:44][N:45]=2)[C:39]([OH:41])=[O:40])=[CH:20][CH:19]=1)=[O:34])[CH3:9]. (2) Given the reactants [NH:1]1[CH2:6][CH2:5][O:4][CH2:3][CH2:2]1.Br[C:8]1[CH:17]=[C:16]2[C:11]([C:12]([O:28][CH2:29][C:30]3[CH:35]=[CH:34][C:33]([O:36][CH3:37])=[CH:32][CH:31]=3)=[N:13][C:14]([O:18][CH2:19][C:20]3[CH:25]=[CH:24][C:23]([O:26][CH3:27])=[CH:22][CH:21]=3)=[N:15]2)=[CH:10][CH:9]=1.CC(C)([O-])C.[Na+], predict the reaction product. The product is: [CH3:27][O:26][C:23]1[CH:22]=[CH:21][C:20]([CH2:19][O:18][C:14]2[N:13]=[C:12]([O:28][CH2:29][C:30]3[CH:31]=[CH:32][C:33]([O:36][CH3:37])=[CH:34][CH:35]=3)[C:11]3[C:16](=[CH:17][C:8]([N:1]4[CH2:6][CH2:5][O:4][CH2:3][CH2:2]4)=[CH:9][CH:10]=3)[N:15]=2)=[CH:25][CH:24]=1. (3) Given the reactants [F:1][C:2]1[N:10]=[C:9]2[C:5]([N:6]=[C:7]([CH2:11][C:12]3[C:20]([I:21])=[CH:19][C:15]4[O:16][CH2:17][O:18][C:14]=4[CH:13]=3)[NH:8]2)=[C:4]([NH2:22])[N:3]=1.C([O-])([O-])=O.[Cs+].[Cs+].[C:29]([O:48][CH2:49][CH2:50][CH2:51][O:52][CH2:53][CH2:54]OS(C1C=CC(C)=CC=1)(=O)=O)([C:42]1[CH:47]=[CH:46][CH:45]=[CH:44][CH:43]=1)([C:36]1[CH:41]=[CH:40][CH:39]=[CH:38][CH:37]=1)[C:30]1[CH:35]=[CH:34][CH:33]=[CH:32][CH:31]=1, predict the reaction product. The product is: [F:1][C:2]1[N:10]=[C:9]2[C:5]([N:6]=[C:7]([CH2:11][C:12]3[C:20]([I:21])=[CH:19][C:15]4[O:16][CH2:17][O:18][C:14]=4[CH:13]=3)[N:8]2[CH2:54][CH2:53][O:52][CH2:51][CH2:50][CH2:49][O:48][C:29]([C:42]2[CH:43]=[CH:44][CH:45]=[CH:46][CH:47]=2)([C:30]2[CH:31]=[CH:32][CH:33]=[CH:34][CH:35]=2)[C:36]2[CH:41]=[CH:40][CH:39]=[CH:38][CH:37]=2)=[C:4]([NH2:22])[N:3]=1. (4) The product is: [OH:26][CH2:25][CH2:24][CH2:23][O:22][C:19]1[CH:20]=[C:21]2[C:16]([CH:15]=[CH:14][C:13](=[O:27])[N:12]2[CH2:11][CH2:10][C:5]23[CH2:8][CH2:9][C:2]([NH:1][CH2:39][C:37]4[CH:36]=[CH:35][C:32]5[O:33][CH2:34][C:29](=[O:28])[NH:30][C:31]=5[N:38]=4)([CH2:7][CH2:6]2)[CH2:3][O:4]3)=[N:17][CH:18]=1. Given the reactants [NH2:1][C:2]12[CH2:9][CH2:8][C:5]([CH2:10][CH2:11][N:12]3[C:21]4[C:16](=[N:17][CH:18]=[C:19]([O:22][CH2:23][CH2:24][CH2:25][OH:26])[CH:20]=4)[CH:15]=[CH:14][C:13]3=[O:27])([CH2:6][CH2:7]1)[O:4][CH2:3]2.[O:28]=[C:29]1[CH2:34][O:33][C:32]2[CH:35]=[CH:36][C:37]([CH:39]=O)=[N:38][C:31]=2[NH:30]1, predict the reaction product. (5) Given the reactants CCN(C(C)C)C(C)C.[C:10]1([C:16]2[NH:20][N:19]=[C:18]([C:21]([NH:23][CH2:24][C:25]([OH:27])=O)=[O:22])[CH:17]=2)[CH:15]=[CH:14][CH:13]=[CH:12][CH:11]=1.C1C=CC2N(O)N=NC=2C=1.CCN=C=NCCCN(C)C.Cl.Cl.[Cl:51][C:52]1[CH:53]=[N:54][CH:55]=[C:56]([O:58][CH:59]2[CH2:64][CH2:63][NH:62][CH2:61][CH2:60]2)[CH:57]=1.Cl.ClC1C=CC=CC=1OC1CCNCC1, predict the reaction product. The product is: [Cl:51][C:52]1[CH:57]=[C:56]([O:58][CH:59]2[CH2:64][CH2:63][N:62]([C:25](=[O:27])[CH2:24][NH:23][C:21]([C:18]3[CH:17]=[C:16]([C:10]4[CH:11]=[CH:12][CH:13]=[CH:14][CH:15]=4)[NH:20][N:19]=3)=[O:22])[CH2:61][CH2:60]2)[CH:55]=[N:54][CH:53]=1. (6) Given the reactants [CH3:1][C:2]1[C:3]([C:17]([OH:19])=O)=[N:4][O:5][C:6]=1[CH:7]1[CH2:16][CH2:15][C:10]2([O:14][CH2:13][CH2:12][O:11]2)[CH2:9][CH2:8]1.CN(C(ON1N=NC2C=CC=NC1=2)=[N+](C)C)C.F[P-](F)(F)(F)(F)F.[NH2:44][C:45]1[C:46](=[O:58])[N:47]([CH:52]2[CH2:57][CH2:56][CH2:55][CH2:54][CH2:53]2)[N:48]([CH3:51])[C:49]=1[CH3:50].C(N(CC)CC)C, predict the reaction product. The product is: [CH:52]1([N:47]2[C:46](=[O:58])[C:45]([NH:44][C:17]([C:3]3[C:2]([CH3:1])=[C:6]([CH:7]4[CH2:8][CH2:9][C:10]5([O:11][CH2:12][CH2:13][O:14]5)[CH2:15][CH2:16]4)[O:5][N:4]=3)=[O:19])=[C:49]([CH3:50])[N:48]2[CH3:51])[CH2:53][CH2:54][CH2:55][CH2:56][CH2:57]1.